Predict the reactants needed to synthesize the given product. From a dataset of Full USPTO retrosynthesis dataset with 1.9M reactions from patents (1976-2016). (1) Given the product [CH:1]([C:4]1[CH:5]=[C:6]([C:12]([NH:15][C:16]2[CH:17]=[CH:18][C:19]([C:20]([O:22][CH3:23])=[O:21])=[CH:24][CH:25]=2)=[O:14])[S:7][C:8]=1[CH:9]([CH3:10])[CH3:11])([CH3:2])[CH3:3], predict the reactants needed to synthesize it. The reactants are: [CH:1]([C:4]1[CH:5]=[C:6]([C:12]([OH:14])=O)[S:7][C:8]=1[CH:9]([CH3:11])[CH3:10])([CH3:3])[CH3:2].[NH2:15][C:16]1[CH:25]=[CH:24][C:19]([C:20]([O:22][CH3:23])=[O:21])=[CH:18][CH:17]=1. (2) Given the product [CH3:1][NH:2][C:6](=[C:8]([C:11]#[N:12])[C:9]#[N:10])[CH3:7], predict the reactants needed to synthesize it. The reactants are: [CH3:1][NH2:2].C(O[C:6](=[C:8]([C:11]#[N:12])[C:9]#[N:10])[CH3:7])C.